Task: Regression. Given a peptide amino acid sequence and an MHC pseudo amino acid sequence, predict their binding affinity value. This is MHC class I binding data.. Dataset: Peptide-MHC class I binding affinity with 185,985 pairs from IEDB/IMGT (1) The MHC is HLA-A02:01 with pseudo-sequence HLA-A02:01. The binding affinity (normalized) is 0. The peptide sequence is ETIQKDINI. (2) The peptide sequence is RVSTVQQLTK. The MHC is HLA-A11:01 with pseudo-sequence HLA-A11:01. The binding affinity (normalized) is 0.508. (3) The peptide sequence is AYGSRFHEW. The MHC is HLA-B40:01 with pseudo-sequence HLA-B40:01. The binding affinity (normalized) is 0.0847. (4) The peptide sequence is GMFTNRSGS. The MHC is HLA-A31:01 with pseudo-sequence HLA-A31:01. The binding affinity (normalized) is 0. (5) The peptide sequence is FTDPSSIAA. The MHC is HLA-A02:06 with pseudo-sequence HLA-A02:06. The binding affinity (normalized) is 0.667.